This data is from Full USPTO retrosynthesis dataset with 1.9M reactions from patents (1976-2016). The task is: Predict the reactants needed to synthesize the given product. (1) The reactants are: [Cl:1][C:2]1[N:3]=[C:4]2[CH:12]=[CH:11][CH:10]=[N:9][C:5]2=[N:6][C:7]=1Cl.[CH3:13][C:14]1[CH:15]=[C:16]([CH:24]=[CH:25][CH:26]=1)[CH2:17][N:18]1[CH2:23][CH2:22][NH:21][CH2:20][CH2:19]1.C(N(C(C)C)C(C)C)C. Given the product [Cl:1][C:2]1[N:3]=[C:4]2[CH:12]=[CH:11][CH:10]=[N:9][C:5]2=[N:6][C:7]=1[N:21]1[CH2:22][CH2:23][N:18]([CH2:17][C:16]2[CH:24]=[CH:25][CH:26]=[C:14]([CH3:13])[CH:15]=2)[CH2:19][CH2:20]1, predict the reactants needed to synthesize it. (2) Given the product [Cl:1][C:2]1[CH:7]=[C:6]([Cl:8])[CH:5]=[CH:4][C:3]=1[CH:9]([CH3:23])[C:10]([C:16]1[CH:21]=[CH:20][N:19]=[C:18]([O:22][CH2:25][C:26]([NH2:28])=[O:27])[CH:17]=1)([OH:15])[C:11]([F:14])([F:13])[F:12], predict the reactants needed to synthesize it. The reactants are: [Cl:1][C:2]1[CH:7]=[C:6]([Cl:8])[CH:5]=[CH:4][C:3]=1[CH:9]([CH3:23])[C:10]([C:16]1[CH:21]=[CH:20][NH:19][C:18](=[O:22])[CH:17]=1)([OH:15])[C:11]([F:14])([F:13])[F:12].Br[CH2:25][C:26]([NH2:28])=[O:27].